From a dataset of Forward reaction prediction with 1.9M reactions from USPTO patents (1976-2016). Predict the product of the given reaction. (1) The product is: [CH:12]1([N:15]2[C:23]3[C:18](=[CH:19][C:20]([CH2:24][N:2]4[C:3](=[O:10])[C:4]5[C:9](=[CH:8][CH:7]=[CH:6][CH:5]=5)[C:1]4=[O:11])=[CH:21][CH:22]=3)[CH:17]=[N:16]2)[CH2:14][CH2:13]1. Given the reactants [C:1]1(=[O:11])[C:9]2[C:4](=[CH:5][CH:6]=[CH:7][CH:8]=2)[C:3](=[O:10])[NH:2]1.[CH:12]1([N:15]2[C:23]3[C:18](=[CH:19][C:20]([C:24](OC)=O)=[CH:21][CH:22]=3)[CH:17]=[N:16]2)[CH2:14][CH2:13]1, predict the reaction product. (2) The product is: [Cl:30][C:19]1[C:20]([C:22]2[C:27]([CH3:28])=[CH:26][C:25]([CH3:29])=[CH:24][N:23]=2)=[CH:21][C:16]([N:7]2[CH2:8][CH2:9][N:4]3[CH:3]=[C:2]([NH:10][C:11](=[O:14])[CH2:12][CH3:13])[N:1]=[C:5]3[CH2:6]2)=[N:17][CH:18]=1. Given the reactants [N:1]1[C:2]([NH:10][C:11](=[O:14])[CH2:12][CH3:13])=[CH:3][N:4]2[CH2:9][CH2:8][NH:7][CH2:6][C:5]=12.Cl[C:16]1[CH:21]=[C:20]([C:22]2[C:27]([CH3:28])=[CH:26][C:25]([CH3:29])=[CH:24][N:23]=2)[C:19]([Cl:30])=[CH:18][N:17]=1.[F-].[Cs+], predict the reaction product. (3) Given the reactants [CH3:1][C:2]1[CH:7]=[CH:6][N:5]=[C:4]([CH2:8][CH2:9][C:10]2[CH:11]=[C:12]([CH:15]=[CH:16][CH:17]=2)[C:13]#[N:14])[CH:3]=1.[Li]CCCC.[CH3:23][C:24]1[N:25](C2C=C(C)C=C(CCC3C=CC=C(I)C=3)N=2)[C:26]([CH3:29])=[CH:27][CH:28]=1.C(C1N=C2NC=CC2=CC=1)#C, predict the reaction product. The product is: [CH3:23][C:24]1[N:25]([C:6]2[N:5]=[C:4]([CH2:8][CH2:9][C:10]3[CH:11]=[C:12]([CH:15]=[CH:16][CH:17]=3)[C:13]#[N:14])[CH:3]=[C:2]([CH3:1])[CH:7]=2)[C:26]([CH3:29])=[CH:27][CH:28]=1. (4) The product is: [F:27][C:24]1[CH:25]=[CH:26][C:16]2[C:15]([CH:12]3[CH2:13][CH2:14][N:9]([C:1]([C:2]4[CH:3]=[CH:4][CH:5]=[CH:6][CH:7]=4)=[O:8])[CH2:10][CH2:11]3)=[CH:19][S:18][C:17]=2[CH:23]=1. Given the reactants [C:1]([N:9]1[CH2:14][CH2:13][CH:12]([C:15]2[C:16]3[CH:26]=[CH:25][C:24]([F:27])=[CH:23][C:17]=3[S:18][C:19]=2C(O)=O)[CH2:11][CH2:10]1)(=[O:8])[C:2]1[CH:7]=[CH:6][CH:5]=[CH:4][CH:3]=1, predict the reaction product. (5) The product is: [ClH:18].[CH:10]12[CH2:11][C:12]1([C:15]([O:17][CH3:19])=[O:16])[CH2:13][CH2:14][NH:8][CH2:9]2. Given the reactants C(OC([N:8]1[CH2:14][CH2:13][C:12]2([C:15]([OH:17])=[O:16])[CH:10]([CH2:11]2)[CH2:9]1)=O)(C)(C)C.[ClH:18].[CH3:19]O, predict the reaction product. (6) The product is: [CH3:1][O:2][C:3]([C:5]1[C:14]([F:15])=[C:13]2[C:8]([CH2:9][C:10]([CH3:24])([CH3:23])[CH:11]([C:16]3[CH:21]=[CH:20][CH:19]=[C:18]([Br:22])[CH:17]=3)[NH:12]2)=[CH:7][CH:6]=1)=[O:4]. Given the reactants [CH3:1][O:2][C:3]([C:5]1[C:14]([F:15])=[C:13]2[C:8]([CH:9](O)[C:10]([CH3:24])([CH3:23])[CH:11]([C:16]3[CH:21]=[CH:20][CH:19]=[C:18]([Br:22])[CH:17]=3)[NH:12]2)=[CH:7][CH:6]=1)=[O:4].C([SiH](CC)CC)C, predict the reaction product. (7) Given the reactants [F:1][C:2]1[C:3]([C:9]([OH:11])=O)=[N:4][CH:5]=[C:6]([F:8])[CH:7]=1.S(Cl)([Cl:14])=O, predict the reaction product. The product is: [F:1][C:2]1[C:3]([C:9]([Cl:14])=[O:11])=[N:4][CH:5]=[C:6]([F:8])[CH:7]=1. (8) The product is: [CH3:11][C:10]1[N:9]([C:12]2[CH:17]=[C:16]([CH3:18])[C:15]([C:19]([F:20])([F:22])[F:21])=[CH:14][N:13]=2)[N:8]=[CH:7][C:6]=1[C:4]([OH:5])=[O:3]. Given the reactants C([O:3][C:4]([C:6]1[CH:7]=[N:8][N:9]([C:12]2[CH:17]=[C:16]([CH3:18])[C:15]([C:19]([F:22])([F:21])[F:20])=[CH:14][N:13]=2)[C:10]=1[CH3:11])=[O:5])C.[OH-].[Na+], predict the reaction product.